This data is from Catalyst prediction with 721,799 reactions and 888 catalyst types from USPTO. The task is: Predict which catalyst facilitates the given reaction. (1) Reactant: [C:1]([O:7][CH3:8])(=[O:6])[CH2:2][C:3]([CH3:5])=[O:4].C(=O)([O-])[O-].[K+].[K+].[CH2:15]1[CH2:19]OC[CH2:16]1.IC(C)C. Product: [C:3]([CH:2]([CH:15]([CH3:19])[CH3:16])[C:1]([O:7][CH3:8])=[O:6])(=[O:4])[CH3:5]. The catalyst class is: 6. (2) Reactant: [NH:1]1[CH2:6][CH2:5][NH:4][CH2:3][CH2:2]1.Cl[C:8]1[C:13]([Cl:14])=[CH:12][CH:11]=[CH:10][N:9]=1. Product: [Cl:14][C:13]1[C:8]([N:1]2[CH2:6][CH2:5][NH:4][CH2:3][CH2:2]2)=[N:9][CH:10]=[CH:11][CH:12]=1. The catalyst class is: 6. (3) Reactant: [NH2:1][C:2]1[C:7]2=[C:8]([C:13]3[CH:18]=[CH:17][C:16]([NH:19][C:20]([NH:22][C:23]4[CH:28]=[C:27]([C:29]([F:32])([F:31])[F:30])[CH:26]=[CH:25][C:24]=4[F:33])=[O:21])=[C:15]([F:34])[CH:14]=3)[CH:9]=[C:10]([CH:11]=[O:12])[N:6]2[N:5]=[CH:4][N:3]=1.[CH:35]([Mg]Br)=[CH2:36]. Product: [NH2:1][C:2]1[C:7]2=[C:8]([C:13]3[CH:18]=[CH:17][C:16]([NH:19][C:20]([NH:22][C:23]4[CH:28]=[C:27]([C:29]([F:30])([F:31])[F:32])[CH:26]=[CH:25][C:24]=4[F:33])=[O:21])=[C:15]([F:34])[CH:14]=3)[CH:9]=[C:10]([CH:11]([OH:12])[CH:35]=[CH2:36])[N:6]2[N:5]=[CH:4][N:3]=1. The catalyst class is: 1. (4) Reactant: [F:1][C:2]1[CH:7]=[CH:6][C:5]([C:8]2[N:9]=[C:10]([CH:14]3[CH2:19][CH2:18][N:17]([C:20]4[N:25]=[CH:24][N:23]=[C:22]5[NH:26][N:27]=[CH:28][C:21]=45)[CH2:16][CH2:15]3)[N:11]([CH3:13])[CH:12]=2)=[CH:4][C:3]=1[C:29]([F:32])([F:31])[F:30].O.[C:34]1([CH3:44])[CH:39]=[CH:38][C:37]([S:40]([OH:43])(=[O:42])=[O:41])=[CH:36][CH:35]=1.O. Product: [C:34]1([CH3:44])[CH:35]=[CH:36][C:37]([S:40]([OH:43])(=[O:41])=[O:42])=[CH:38][CH:39]=1.[F:1][C:2]1[CH:7]=[CH:6][C:5]([C:8]2[N:9]=[C:10]([CH:14]3[CH2:19][CH2:18][N:17]([C:20]4[N:25]=[CH:24][N:23]=[C:22]5[NH:26][N:27]=[CH:28][C:21]=45)[CH2:16][CH2:15]3)[N:11]([CH3:13])[CH:12]=2)=[CH:4][C:3]=1[C:29]([F:31])([F:30])[F:32]. The catalyst class is: 21.